Task: Predict which catalyst facilitates the given reaction.. Dataset: Catalyst prediction with 721,799 reactions and 888 catalyst types from USPTO Reactant: [N:1]1[CH:6]=[CH:5][CH:4]=[CH:3][C:2]=1[C:7]1[N:8]=[C:9]([NH:12][C:13](=[O:21])OC2C=CC=CC=2)[S:10][CH:11]=1.C(N(C(C)C)CC)(C)C.[Cl:31][C:32]1[CH:33]=[C:34]([N:39]2[CH2:43][C:42]3([CH2:48][CH2:47][NH:46][CH2:45][CH2:44]3)[O:41][C:40]2=[O:49])[CH:35]=[CH:36][C:37]=1[Cl:38]. Product: [Cl:31][C:32]1[CH:33]=[C:34]([N:39]2[CH2:43][C:42]3([CH2:44][CH2:45][N:46]([C:13]([NH:12][C:9]4[S:10][CH:11]=[C:7]([C:2]5[CH:3]=[CH:4][CH:5]=[CH:6][N:1]=5)[N:8]=4)=[O:21])[CH2:47][CH2:48]3)[O:41][C:40]2=[O:49])[CH:35]=[CH:36][C:37]=1[Cl:38]. The catalyst class is: 23.